From a dataset of Full USPTO retrosynthesis dataset with 1.9M reactions from patents (1976-2016). Predict the reactants needed to synthesize the given product. (1) The reactants are: [C:1]1([C:7]2[C:8]([C:26]3[CH:31]=[CH:30][C:29]([C:32]4([NH:36]C(=O)OC(C)(C)C)[CH2:35][CH2:34][CH2:33]4)=[CH:28][CH:27]=3)=[N:9][C:10]3[CH:11]=[CH:12][N:13]4[C:19]([C:20]5[N:25]=[CH:24][CH:23]=[CH:22][N:21]=5)=[N:18][N:17]=[C:14]4[C:15]=3[CH:16]=2)[CH:6]=[CH:5][CH:4]=[CH:3][CH:2]=1.[ClH:44].CCOC(C)=O. Given the product [ClH:44].[C:1]1([C:7]2[C:8]([C:26]3[CH:27]=[CH:28][C:29]([C:32]4([NH2:36])[CH2:35][CH2:34][CH2:33]4)=[CH:30][CH:31]=3)=[N:9][C:10]3[CH:11]=[CH:12][N:13]4[C:19]([C:20]5[N:21]=[CH:22][CH:23]=[CH:24][N:25]=5)=[N:18][N:17]=[C:14]4[C:15]=3[CH:16]=2)[CH:2]=[CH:3][CH:4]=[CH:5][CH:6]=1, predict the reactants needed to synthesize it. (2) Given the product [CH2:1]([O:8][C:9]1[CH:14]=[CH:13][C:12]([C:15]2[C:17]3=[N:18][CH:19]=[C:20]([F:24])[CH:21]=[C:22]3[N:27]([CH:35]([CH3:37])[CH3:36])[N:26]=2)=[CH:11][CH:10]=1)[C:2]1[CH:7]=[CH:6][CH:5]=[CH:4][CH:3]=1, predict the reactants needed to synthesize it. The reactants are: [CH2:1]([O:8][C:9]1[CH:14]=[CH:13][C:12]([C:15]([C:17]2[C:22](F)=[CH:21][C:20]([F:24])=[CH:19][N:18]=2)=O)=[CH:11][CH:10]=1)[C:2]1[CH:7]=[CH:6][CH:5]=[CH:4][CH:3]=1.O.[NH2:26][NH2:27].C([O-])([O-])=O.[Cs+].[Cs+].Br[CH:35]([CH3:37])[CH3:36]. (3) Given the product [Pd:46].[C:1]1([C:32]2[CH:33]=[CH:34][CH:35]=[CH:36][CH:37]=2)[CH:6]=[CH:5][C:4]([C:7]2[CH:8]=[N:9][N:10]([C:12]3[CH:13]=[C:14]([CH:29]=[CH:30][CH:31]=3)[O:15][C:16]3[CH:17]=[C:18]([N:22]4[C:26]([CH3:27])=[CH:25][C:24]([CH3:28])=[N:23]4)[CH:19]=[CH:20][CH:21]=3)[CH:11]=2)=[CH:3][CH:2]=1, predict the reactants needed to synthesize it. The reactants are: [C:1]1([C:32]2[CH:37]=[CH:36][CH:35]=[CH:34][CH:33]=2)[CH:6]=[CH:5][C:4]([C:7]2[CH:8]=[N:9][N:10]([C:12]3[CH:13]=[C:14]([CH:29]=[CH:30][CH:31]=3)[O:15][C:16]3[CH:17]=[C:18]([N:22]4[C:26]([CH3:27])=[CH:25][C:24]([CH3:28])=[N:23]4)[CH:19]=[CH:20][CH:21]=3)[CH:11]=2)=[CH:3][CH:2]=1.CC([O-])=O.CC([O-])=O.[Pd+2:46]. (4) Given the product [Br:1][C:2]1[CH:7]=[C:6]([CH2:8][OH:9])[CH:5]=[C:4]([O:10][C:18]2[CH:23]=[CH:22][C:21]([C:24]([F:27])([F:26])[F:25])=[CH:20][N:19]=2)[CH:3]=1, predict the reactants needed to synthesize it. The reactants are: [Br:1][C:2]1[CH:3]=[C:4]([OH:10])[CH:5]=[C:6]([CH2:8][OH:9])[CH:7]=1.C(=O)([O-])[O-].[K+].[K+].Cl[C:18]1[CH:23]=[CH:22][C:21]([C:24]([F:27])([F:26])[F:25])=[CH:20][N:19]=1.O. (5) Given the product [CH2:25]([O:29][CH2:27][CH2:28][CH:5]([C:6]([O:8][CH2:9][CH3:10])=[O:7])[C:4]([O:12][CH2:13][CH3:14])=[O:11])[C:20]1[CH:19]=[CH:24][CH:23]=[CH:22][CH:21]=1, predict the reactants needed to synthesize it. The reactants are: C[O-].[Na+].[C:4]([O:12][CH2:13][CH3:14])(=[O:11])[CH2:5][C:6]([O:8][CH2:9][CH3:10])=[O:7].BrCCO[C:19]1[CH:24]=[CH:23][CH:22]=[CH:21][C:20]=1[CH3:25].Cl.[CH2:27]([OH:29])[CH3:28]. (6) Given the product [F:4][C:5]([F:25])([F:24])[C:6]1[CH:7]=[CH:8][C:9]([O:12][C:13]2[CH:23]=[CH:22][C:16]([O:17][CH:18]([CH3:21])/[CH:19]=[N:2]/[OH:3])=[CH:15][CH:14]=2)=[N:10][CH:11]=1, predict the reactants needed to synthesize it. The reactants are: Cl.[NH2:2][OH:3].[F:4][C:5]([F:25])([F:24])[C:6]1[CH:7]=[CH:8][C:9]([O:12][C:13]2[CH:23]=[CH:22][C:16]([O:17][CH:18]([CH3:21])[CH:19]=O)=[CH:15][CH:14]=2)=[N:10][CH:11]=1.C(=O)([O-])[O-].[Na+].[Na+]. (7) Given the product [O:31]=[C:30]1[CH2:29][S:27][C:25]([N:3]2[CH:2]([CH3:1])[CH2:8][C:7]3[CH:9]=[C:10]4[O:15][CH2:14][O:13][C:11]4=[CH:12][C:6]=3[C:5]([C:16]3[CH:17]=[CH:18][C:19]([N+:22]([O-:24])=[O:23])=[CH:20][CH:21]=3)=[N:4]2)=[N:26]1, predict the reactants needed to synthesize it. The reactants are: [CH3:1][CH:2]1[CH2:8][C:7]2[CH:9]=[C:10]3[O:15][CH2:14][O:13][C:11]3=[CH:12][C:6]=2[C:5]([C:16]2[CH:21]=[CH:20][C:19]([N+:22]([O-:24])=[O:23])=[CH:18][CH:17]=2)=[N:4][N:3]1[C:25](=[S:27])[NH2:26].Br[CH2:29][C:30](OC)=[O:31].CN(C)C=O.